From a dataset of Reaction yield outcomes from USPTO patents with 853,638 reactions. Predict the reaction yield, written as a fraction of the theoretical maximum amount of product (1.0 means a 100% yield; for example, 0.34 means a 34% yield). (1) The reactants are C([Si](C)(C)[O:6][C:7]1[CH:12]=[C:11]([O:13][CH2:14][CH2:15][O:16][CH2:17][CH2:18][O:19][CH2:20][CH2:21][O:22][CH2:23][CH2:24][O:25][CH2:26][CH2:27][O:28][C:29]([C:42]2[CH:47]=[CH:46][CH:45]=[CH:44][CH:43]=2)([C:36]2[CH:41]=[CH:40][CH:39]=[CH:38][CH:37]=2)[C:30]2[CH:35]=[CH:34][CH:33]=[CH:32][CH:31]=2)[CH:10]=[C:9]([O:48][Si](C(C)(C)C)(C)C)[CH:8]=1)(C)(C)C.[F-].C([N+](CCCC)(CCCC)CCCC)CCC. The catalyst is C1COCC1. The product is [C:29]([O:28][CH2:27][CH2:26][O:25][CH2:24][CH2:23][O:22][CH2:21][CH2:20][O:19][CH2:18][CH2:17][O:16][CH2:15][CH2:14][O:13][C:11]1[CH:12]=[C:7]([OH:6])[CH:8]=[C:9]([OH:48])[CH:10]=1)([C:42]1[CH:43]=[CH:44][CH:45]=[CH:46][CH:47]=1)([C:36]1[CH:37]=[CH:38][CH:39]=[CH:40][CH:41]=1)[C:30]1[CH:31]=[CH:32][CH:33]=[CH:34][CH:35]=1. The yield is 0.960. (2) The reactants are [Cl:1][C:2]1[CH:7]=[CH:6][C:5]([C:8]([OH:44])([CH:37]2[CH2:42][CH2:41][N:40]([CH3:43])[CH2:39][CH2:38]2)[C:9]2[CH:10]=[C:11]([C:27]3[CH:32]=[CH:31][N:30]=[C:29]([NH:33][C:34](=[O:36])[CH3:35])[CH:28]=3)[S:12][C:13]=2[C:14]2[N:18]=[CH:17][N:16](COCC[Si](C)(C)C)[N:15]=2)=[CH:4][CH:3]=1.[F-].C([N+](CCCC)(CCCC)CCCC)CCC.C([O-])(O)=O.[Na+].CCOC(C)=O. The product is [Cl:1][C:2]1[CH:3]=[CH:4][C:5]([C:8]([OH:44])([CH:37]2[CH2:42][CH2:41][N:40]([CH3:43])[CH2:39][CH2:38]2)[C:9]2[CH:10]=[C:11]([C:27]3[CH:32]=[CH:31][N:30]=[C:29]([NH:33][C:34](=[O:36])[CH3:35])[CH:28]=3)[S:12][C:13]=2[C:14]2[NH:18][CH:17]=[N:16][N:15]=2)=[CH:6][CH:7]=1. The yield is 0.250. The catalyst is O1CCCC1. (3) The yield is 0.422. The product is [CH2:1]([O:3][C:4](=[O:40])[CH2:5][CH2:6][CH2:7][O:8][C:9]1[CH:14]=[CH:13][CH:12]=[C:11]([CH2:15][CH2:16][CH2:17][CH2:18][CH2:19][CH2:20][O:21][C:22]2[CH:23]=[C:24]([C:45]3[CH:44]=[CH:43][C:42]([F:41])=[C:47]([F:48])[CH:46]=3)[CH:25]=[C:26]([S:28]([CH3:31])(=[O:30])=[O:29])[CH:27]=2)[C:10]=1[CH2:33][CH2:34][C:35]([O:37][CH2:38][CH3:39])=[O:36])[CH3:2]. The reactants are [CH2:1]([O:3][C:4](=[O:40])[CH2:5][CH2:6][CH2:7][O:8][C:9]1[CH:14]=[CH:13][CH:12]=[C:11]([CH2:15][CH2:16][CH2:17][CH2:18][CH2:19][CH2:20][O:21][C:22]2[CH:27]=[C:26]([S:28]([CH3:31])(=[O:30])=[O:29])[CH:25]=[C:24](I)[CH:23]=2)[C:10]=1[CH2:33][CH2:34][C:35]([O:37][CH2:38][CH3:39])=[O:36])[CH3:2].[F:41][C:42]1[CH:43]=[C:44](B(O)O)[CH:45]=[CH:46][C:47]=1[F:48].C(=O)([O-])[O-].[Cs+].[Cs+]. The catalyst is C1C=CC(P(C2C=CC=CC=2)[C-]2C=CC=C2)=CC=1.C1C=CC(P(C2C=CC=CC=2)[C-]2C=CC=C2)=CC=1.Cl[Pd]Cl.[Fe+2]. (4) The catalyst is O1CCOCC1.C1C=CC(/C=C/C(/C=C/C2C=CC=CC=2)=O)=CC=1.C1C=CC(/C=C/C(/C=C/C2C=CC=CC=2)=O)=CC=1.C1C=CC(/C=C/C(/C=C/C2C=CC=CC=2)=O)=CC=1.[Pd].[Pd]. The reactants are Cl[C:2]1[N:10]=[C:9]2[C:5]([N:6]=[C:7]([CH2:12][CH2:13][N:14]3[CH2:19][CH2:18][O:17][C:16]([CH3:21])([CH3:20])[CH2:15]3)[N:8]2[CH3:11])=[C:4]([N:22]2[CH2:27][CH2:26][O:25][CH2:24][CH2:23]2)[N:3]=1.[CH2:28]([C:30]1[NH:31][C:32]2[CH:38]=[CH:37][CH:36]=[CH:35][C:33]=2[N:34]=1)[CH3:29].CC(C1C=C(C(C)C)C(C2C=CC=CC=2P(C2CCCCC2)C2CCCCC2)=C(C(C)C)C=1)C.C([O-])([O-])=O.[Cs+].[Cs+]. The product is [CH2:28]([C:30]1[N:31]([C:2]2[N:10]=[C:9]3[C:5]([N:6]=[C:7]([CH2:12][CH2:13][N:14]4[CH2:19][CH2:18][O:17][C:16]([CH3:21])([CH3:20])[CH2:15]4)[N:8]3[CH3:11])=[C:4]([N:22]3[CH2:27][CH2:26][O:25][CH2:24][CH2:23]3)[N:3]=2)[C:32]2[CH:38]=[CH:37][CH:36]=[CH:35][C:33]=2[N:34]=1)[CH3:29]. The yield is 0.630. (5) The yield is 0.860. The catalyst is C(O)C. The reactants are [CH2:1]([C:5]1[N:6]([CH2:29][C:30]2[CH:35]=[CH:34][CH:33]=[CH:32][C:31]=2[Cl:36])[C:7]([CH2:10][C:11]([CH2:22][C:23]2[CH:28]=[CH:27][CH:26]=[CH:25][CH:24]=2)(C(OCC)=O)[C:12]([O:14]CC)=[O:13])=[CH:8][N:9]=1)[CH2:2][CH2:3][CH3:4].[OH-].[K+].O. The product is [CH2:1]([C:5]1[N:6]([CH2:29][C:30]2[CH:35]=[CH:34][CH:33]=[CH:32][C:31]=2[Cl:36])[C:7]([CH2:10][CH:11]([CH2:22][C:23]2[CH:28]=[CH:27][CH:26]=[CH:25][CH:24]=2)[C:12]([OH:14])=[O:13])=[CH:8][N:9]=1)[CH2:2][CH2:3][CH3:4]. (6) The reactants are C(OC(=O)[NH:7][C@H:8]([C:10]1[N:18]([C:19]2[CH:20]=[C:21]([CH3:25])[CH:22]=[CH:23][CH:24]=2)[C:13]2=[N:14][CH:15]=[CH:16][CH:17]=[C:12]2[N:11]=1)[CH3:9])(C)(C)C.C(O)(C(F)(F)F)=O. The catalyst is C(Cl)Cl. The product is [C:21]1([CH3:25])[CH:22]=[CH:23][CH:24]=[C:19]([N:18]2[C:13]3=[N:14][CH:15]=[CH:16][CH:17]=[C:12]3[N:11]=[C:10]2[C@@H:8]([NH2:7])[CH3:9])[CH:20]=1. The yield is 0.920. (7) The reactants are [N:1]1([C:10]2[O:11][C:12]([CH2:22][CH2:23][C:24]([N:26]3[CH2:30][CH2:29][S:28][CH2:27]3)=[O:25])=[C:13]([C:15]3[CH:20]=[CH:19][C:18]([Cl:21])=[CH:17][CH:16]=3)[N:14]=2)[C:5]2[CH:6]=[CH:7][CH:8]=[CH:9][C:4]=2[N:3]=[CH:2]1.[O:31]1CCCC1.ClC1C=CC=C(C(OO)=O)C=1. The catalyst is O. The product is [N:1]1([C:10]2[O:11][C:12]([CH2:22][CH2:23][C:24]([N:26]3[CH2:30][CH2:29][S:28](=[O:31])[CH2:27]3)=[O:25])=[C:13]([C:15]3[CH:20]=[CH:19][C:18]([Cl:21])=[CH:17][CH:16]=3)[N:14]=2)[C:5]2[CH:6]=[CH:7][CH:8]=[CH:9][C:4]=2[N:3]=[CH:2]1. The yield is 0.280.